This data is from Catalyst prediction with 721,799 reactions and 888 catalyst types from USPTO. The task is: Predict which catalyst facilitates the given reaction. (1) The catalyst class is: 1. Reactant: [Si]([O:8][CH2:9][C:10]1[CH:11]=[C:12]([C:15]([C:17]2[C:18]([Cl:23])=[N:19][CH:20]=[N:21][CH:22]=2)=[O:16])[O:13][CH:14]=1)(C(C)(C)C)(C)C.Cl.CCOCC. Product: [Cl:23][C:18]1[C:17]([C:15]([C:12]2[O:13][CH:14]=[C:10]([CH2:9][OH:8])[CH:11]=2)=[O:16])=[CH:22][N:21]=[CH:20][N:19]=1. (2) Reactant: [CH3:1][O:2][C:3](=[O:20])[C:4]1[CH:9]=[C:8]([F:10])[CH:7]=[CH:6][C:5]=1B1OC(C)(C)C(C)(C)O1.Cl[C:22]1[N:27]=[CH:26][CH:25]=[CH:24][N:23]=1.C(=O)([O-])[O-].[Na+].[Na+]. Product: [CH3:1][O:2][C:3](=[O:20])[C:4]1[CH:9]=[C:8]([F:10])[CH:7]=[CH:6][C:5]=1[C:22]1[N:27]=[CH:26][CH:25]=[CH:24][N:23]=1. The catalyst class is: 6. (3) Reactant: O=[C:2]([CH2:9][CH2:10][CH2:11][CH3:12])[CH2:3][C:4](OCC)=[O:5].S(O)(O)(=O)=O.[CH3:18][S:19][C:20](=[NH:22])[NH2:21].C(=O)([O-])[O-].[Na+].[Na+]. Product: [CH2:9]([C:2]1[N:21]=[C:20]([S:19][CH3:18])[NH:22][C:4](=[O:5])[CH:3]=1)[CH2:10][CH2:11][CH3:12]. The catalyst class is: 6. (4) Reactant: [CH3:1][S:2][CH2:3][CH2:4][C:5]1[CH:6]=[C:7]([CH:9]=[CH:10][CH:11]=1)[NH2:8].C(N(CC)CC)C.[F:19][C:20]([F:31])([F:30])[C:21](O[C:21](=[O:22])[C:20]([F:31])([F:30])[F:19])=[O:22].O. Product: [F:19][C:20]([F:31])([F:30])[C:21]([NH:8][C:7]1[CH:9]=[CH:10][CH:11]=[C:5]([CH2:4][CH2:3][S:2][CH3:1])[CH:6]=1)=[O:22]. The catalyst class is: 2. (5) Reactant: [C:1]([O:5][C:6]([N:8]1[CH2:13][CH2:12][N:11]([C:14]2[CH:15]=[N:16][C:17]([NH2:20])=[CH:18][CH:19]=2)[CH2:10][CH2:9]1)=[O:7])([CH3:4])([CH3:3])[CH3:2].N1([CH:30]=[O:31])C2C=CC=CC=2N=N1. Product: [C:1]([O:5][C:6]([N:8]1[CH2:13][CH2:12][N:11]([C:14]2[CH:15]=[N:16][C:17]([NH:20][CH:30]=[O:31])=[CH:18][CH:19]=2)[CH2:10][CH2:9]1)=[O:7])([CH3:4])([CH3:2])[CH3:3]. The catalyst class is: 1. (6) Reactant: [O:1]=[C:2]1[CH:7]([C:8]2[CH:13]=[CH:12][CH:11]=[CH:10][CH:9]=2)[CH2:6][CH2:5][CH2:4][N:3]1[CH2:14][C:15]([OH:17])=O.Cl.[F:19][C:20]1[CH:21]=[C:22]2[C:26](=[CH:27][CH:28]=1)[CH2:25][NH:24][CH2:23]2.C(N=C=NCCCN(C)C)C.Cl. Product: [F:19][C:20]1[CH:21]=[C:22]2[C:26](=[CH:27][CH:28]=1)[CH2:25][N:24]([C:15](=[O:17])[CH2:14][N:3]1[CH2:4][CH2:5][CH2:6][C@H:7]([C:8]3[CH:9]=[CH:10][CH:11]=[CH:12][CH:13]=3)[C:2]1=[O:1])[CH2:23]2. The catalyst class is: 4.